Dataset: Full USPTO retrosynthesis dataset with 1.9M reactions from patents (1976-2016). Task: Predict the reactants needed to synthesize the given product. (1) Given the product [CH3:33][S:34][C:35]1[CH:36]=[N:37][C:38]([O:14][CH2:13][CH2:12][O:11][C:10]2[N:9]=[CH:8][N:7]=[C:6]([NH:15][S:16](=[O:26])(=[O:25])[NH:17][CH2:18][C:19]3[CH:24]=[CH:23][CH:22]=[CH:21][CH:20]=3)[C:5]=2[O:4][C:3]2[CH:27]=[C:28]([O:31][CH3:32])[CH:29]=[CH:30][C:2]=2[Cl:1])=[N:39][CH:40]=1, predict the reactants needed to synthesize it. The reactants are: [Cl:1][C:2]1[CH:30]=[CH:29][C:28]([O:31][CH3:32])=[CH:27][C:3]=1[O:4][C:5]1[C:6]([NH:15][S:16](=[O:26])(=[O:25])[NH:17][CH2:18][C:19]2[CH:24]=[CH:23][CH:22]=[CH:21][CH:20]=2)=[N:7][CH:8]=[N:9][C:10]=1[O:11][CH2:12][CH2:13][OH:14].[CH3:33][S:34][C:35]1[CH:36]=[N:37][C:38](Cl)=[N:39][CH:40]=1. (2) The reactants are: [NH2:1][CH2:2][C:3]([C:6]1[CH:11]=[CH:10][C:9]([NH:12][C:13](=[O:24])[C:14]2[CH:19]=[CH:18][C:17]([O:20][CH3:21])=[C:16]([O:22][CH3:23])[CH:15]=2)=[CH:8][CH:7]=1)([CH3:5])[CH3:4].[N+:25]([C:28]1[CH:33]=[CH:32][CH:31]=[CH:30][C:29]=1[CH2:34][C:35](O)=[O:36])([O-:27])=[O:26].C1C=CC2N(O)N=NC=2C=1.C(Cl)CCl. Given the product [CH3:4][C:3]([C:6]1[CH:7]=[CH:8][C:9]([NH:12][C:13](=[O:24])[C:14]2[CH:19]=[CH:18][C:17]([O:20][CH3:21])=[C:16]([O:22][CH3:23])[CH:15]=2)=[CH:10][CH:11]=1)([CH3:5])[CH2:2][NH:1][C:35](=[O:36])[CH2:34][C:29]1[CH:30]=[CH:31][CH:32]=[CH:33][C:28]=1[N+:25]([O-:27])=[O:26], predict the reactants needed to synthesize it. (3) Given the product [C:23]([O:27][C:28]([N:30]1[CH2:36][CH2:35][C:34]2[CH:37]=[CH:38][C:39]([NH:41][C:2]3[N:22]=[C:5]4[CH:6]=[CH:7][CH:8]=[C:9]([C:10]5[CH:15]=[CH:14][C:13]([C:16]([F:19])([F:18])[F:17])=[CH:12][C:11]=5[O:20][CH3:21])[N:4]4[N:3]=3)=[CH:40][C:33]=2[CH2:32][CH2:31]1)=[O:29])([CH3:26])([CH3:24])[CH3:25], predict the reactants needed to synthesize it. The reactants are: Cl[C:2]1[N:22]=[C:5]2[CH:6]=[CH:7][CH:8]=[C:9]([C:10]3[CH:15]=[CH:14][C:13]([C:16]([F:19])([F:18])[F:17])=[CH:12][C:11]=3[O:20][CH3:21])[N:4]2[N:3]=1.[C:23]([O:27][C:28]([N:30]1[CH2:36][CH2:35][C:34]2[CH:37]=[CH:38][C:39]([NH2:41])=[CH:40][C:33]=2[CH2:32][CH2:31]1)=[O:29])([CH3:26])([CH3:25])[CH3:24]. (4) The reactants are: [NH2:1][C@H:2]([C:8]([OH:10])=[O:9])[CH2:3][CH2:4][CH2:5][CH2:6][NH2:7].[C:11]1(=[O:17])O[C:14](=[O:15])[CH2:13][CH2:12]1.C(N(CC)CC)C. Given the product [C:11]1(=[O:17])[NH:1][C:14](=[O:15])[CH2:13][CH2:12]1.[NH2:1][C@H:2]([C:8]([OH:10])=[O:9])[CH2:3][CH2:4][CH2:5][CH2:6][NH2:7], predict the reactants needed to synthesize it. (5) Given the product [Cl:5][C:6]1[CH:11]=[C:10]([CH2:12][C:13]([O:15][CH3:26])=[O:14])[CH:9]=[CH:8][C:7]=1[C:16]1[C:21]([F:22])=[CH:20][C:19]([OH:23])=[CH:18][C:17]=1[F:25], predict the reactants needed to synthesize it. The reactants are: B(Br)(Br)Br.[Cl:5][C:6]1[CH:11]=[C:10]([CH2:12][C:13]([OH:15])=[O:14])[CH:9]=[CH:8][C:7]=1[C:16]1[C:21]([F:22])=[CH:20][C:19]([O:23]C)=[CH:18][C:17]=1[F:25].[CH3:26]O. (6) The reactants are: [N:1]12[CH2:8][CH2:7][CH:4]([CH2:5][CH2:6]1)[C@H:3](OS(C)(=O)=O)[CH2:2]2.[C:14]1([SH:20])[CH:19]=[CH:18][CH:17]=[CH:16][CH:15]=1. Given the product [C:14]1([S:20][C@@H:3]2[CH:4]3[CH2:7][CH2:8][N:1]([CH2:6][CH2:5]3)[CH2:2]2)[CH:19]=[CH:18][CH:17]=[CH:16][CH:15]=1, predict the reactants needed to synthesize it. (7) Given the product [Br:1][C:2]1[CH:3]=[CH:4][C:5]([C@@H:8]([N:10]2[CH2:15][CH2:14][C@:13]([CH2:22][C:23]([CH3:27])([CH3:26])[C:24]([NH2:25])=[O:30])([C:16]3[CH:21]=[CH:20][CH:19]=[CH:18][CH:17]=3)[CH2:12][C:11]2=[O:28])[CH3:9])=[CH:6][CH:7]=1, predict the reactants needed to synthesize it. The reactants are: [Br:1][C:2]1[CH:7]=[CH:6][C:5]([C@@H:8]([N:10]2[CH2:15][CH2:14][C@:13]([CH2:22][C:23]([CH3:27])([CH3:26])[C:24]#[N:25])([C:16]3[CH:21]=[CH:20][CH:19]=[CH:18][CH:17]=3)[CH2:12][C:11]2=[O:28])[CH3:9])=[CH:4][CH:3]=1.C([O-])([O-])=[O:30].[K+].[K+].OO. (8) Given the product [NH2:13][C:11]1[CH:10]=[CH:9][C:4]([C:5]([O:7][CH3:8])=[O:6])=[C:3]([O:2][CH3:1])[CH:12]=1, predict the reactants needed to synthesize it. The reactants are: [CH3:1][O:2][C:3]1[CH:12]=[C:11]([N+:13]([O-])=O)[CH:10]=[CH:9][C:4]=1[C:5]([O:7][CH3:8])=[O:6].[O-]S([O-])(=O)=O.[Na+].[Na+]. (9) Given the product [F:11][C:12]1[C:13]([O:31][CH3:32])=[C:14]([C:19]([CH3:30])([CH3:29])[CH2:20][C:21]([OH:24])([C:25]([F:28])([F:27])[F:26])[CH:22]=[O:23])[CH:15]=[CH:16][C:17]=1[CH3:18], predict the reactants needed to synthesize it. The reactants are: C(Cl)(=O)C(Cl)=O.CS(C)=O.[F:11][C:12]1[C:13]([O:31][CH3:32])=[C:14]([C:19]([CH3:30])([CH3:29])[CH2:20][C:21]([C:25]([F:28])([F:27])[F:26])([OH:24])[CH2:22][OH:23])[CH:15]=[CH:16][C:17]=1[CH3:18].C(N(CC)CC)C. (10) Given the product [C:1]([O:5][CH2:6][CH2:7][N:8]([CH3:12])[CH3:9])(=[O:4])[CH:2]=[CH2:3], predict the reactants needed to synthesize it. The reactants are: [C:1]([O:5][CH3:6])(=[O:4])[CH:2]=[CH2:3].[CH3:7][N:8]([CH3:12])[CH2:9]CO.